This data is from Forward reaction prediction with 1.9M reactions from USPTO patents (1976-2016). The task is: Predict the product of the given reaction. (1) Given the reactants [CH3:1][O:2][C:3]1[CH:56]=[CH:55][CH:54]=[CH:53][C:4]=1[CH2:5][O:6][CH2:7][CH2:8][CH2:9][O:10][C:11]1[CH:16]=[CH:15][C:14]([CH:17]2[CH2:22][CH2:21][N:20]([C:23]([O:25][C:26]([CH3:29])([CH3:28])[CH3:27])=[O:24])[CH2:19][CH:18]2[O:30][CH2:31][CH2:32][O:33][C:34]2[CH:39]=[CH:38][CH:37]=[CH:36][C:35]=2[CH2:40][CH2:41]OS(C2C=CC(C)=CC=2)(=O)=O)=[CH:13][CH:12]=1.[N-:57]=[N+:58]=[N-:59].[Na+], predict the reaction product. The product is: [N:57]([CH2:41][CH2:40][C:35]1[CH:36]=[CH:37][CH:38]=[CH:39][C:34]=1[O:33][CH2:32][CH2:31][O:30][CH:18]1[CH:17]([C:14]2[CH:13]=[CH:12][C:11]([O:10][CH2:9][CH2:8][CH2:7][O:6][CH2:5][C:4]3[CH:53]=[CH:54][CH:55]=[CH:56][C:3]=3[O:2][CH3:1])=[CH:16][CH:15]=2)[CH2:22][CH2:21][N:20]([C:23]([O:25][C:26]([CH3:27])([CH3:28])[CH3:29])=[O:24])[CH2:19]1)=[N+:58]=[N-:59]. (2) The product is: [F:5][C:6]1[CH:14]=[CH:13][C:9]([C:10]([O:12][CH3:18])=[O:11])=[CH:8][C:7]=1[N+:15]([O-:17])=[O:16]. Given the reactants S(Cl)(Cl)=O.[F:5][C:6]1[CH:14]=[CH:13][C:9]([C:10]([OH:12])=[O:11])=[CH:8][C:7]=1[N+:15]([O-:17])=[O:16].[CH3:18]O, predict the reaction product. (3) Given the reactants [F:1][C:2]1[CH:10]=[C:9]([F:11])[CH:8]=[CH:7][C:3]=1[C:4]([OH:6])=[O:5].[Cl:12][S:13](O)(=[O:15])=[O:14], predict the reaction product. The product is: [Cl:12][S:13]([C:8]1[C:9]([F:11])=[CH:10][C:2]([F:1])=[C:3]([CH:7]=1)[C:4]([OH:6])=[O:5])(=[O:15])=[O:14]. (4) Given the reactants [NH2:1][C:2]1[C:7]([N+:8]([O-:10])=[O:9])=[CH:6][CH:5]=[CH:4][C:3]=1[OH:11].ClC[CH2:14][CH2:15][OH:16], predict the reaction product. The product is: [NH2:1][C:2]1[C:7]([N+:8]([O-:10])=[O:9])=[CH:6][CH:5]=[CH:4][C:3]=1[O:11][CH2:14][CH2:15][OH:16].